From a dataset of Full USPTO retrosynthesis dataset with 1.9M reactions from patents (1976-2016). Predict the reactants needed to synthesize the given product. (1) Given the product [Br:1][C:2]1[CH:3]=[CH:4][C:5]([NH:10][C:9](=[O:8])[CH3:11])=[C:6]([C:7]([C:15]2[S:14][CH:18]=[CH:17][CH:16]=2)=[O:12])[CH:13]=1, predict the reactants needed to synthesize it. The reactants are: [Br:1][C:2]1[CH:3]=[CH:4][C:5]2[N:10]=[C:9]([CH3:11])[O:8][C:7](=[O:12])[C:6]=2[CH:13]=1.[S:14]1[CH:18]=[CH:17][CH:16]=[C:15]1[Mg]Br.[Cl-].[NH4+].C(OCC)(=O)C. (2) Given the product [CH3:1][NH:2][C:3]1[CH:11]=[CH:10][C:6]([C:7]([Cl:17])=[O:8])=[CH:5][C:4]=1[N+:12]([O-:14])=[O:13], predict the reactants needed to synthesize it. The reactants are: [CH3:1][NH:2][C:3]1[CH:11]=[CH:10][C:6]([C:7](O)=[O:8])=[CH:5][C:4]=1[N+:12]([O-:14])=[O:13].S(Cl)([Cl:17])=O.